From a dataset of Catalyst prediction with 721,799 reactions and 888 catalyst types from USPTO. Predict which catalyst facilitates the given reaction. Reactant: [CH2:1]([C:3]1[C:4]([CH3:27])=[C:5]2[C:9](=[C:10]([O:19][CH2:20][CH2:21][Si:22]([CH3:25])([CH3:24])[CH3:23])[C:11]=1[CH2:12][CH:13]=[C:14]([CH2:17]O)[CH2:15][CH3:16])[C:8](=[O:26])[O:7][CH2:6]2)[CH3:2].C1(P(C2C=CC=CC=2)C2C=CC=CC=2)C=CC=CC=1.C(Br)(Br)(Br)[Br:48]. Product: [Br:48][CH2:17][C:14]([CH2:15][CH3:16])=[CH:13][CH2:12][C:11]1[C:10]([O:19][CH2:20][CH2:21][Si:22]([CH3:23])([CH3:25])[CH3:24])=[C:9]2[C:5]([CH2:6][O:7][C:8]2=[O:26])=[C:4]([CH3:27])[C:3]=1[CH2:1][CH3:2]. The catalyst class is: 2.